This data is from Full USPTO retrosynthesis dataset with 1.9M reactions from patents (1976-2016). The task is: Predict the reactants needed to synthesize the given product. Given the product [CH2:14]([O:16][C:17]([C:19]1[N:20]([C:39]2[CH:40]=[CH:41][C:36]([O:35][CH:30]3[CH2:34][CH2:33][CH2:32][CH2:31]3)=[CH:37][CH:38]=2)[C:21]2[C:26]([C:27]=1[Cl:28])=[CH:25][C:24]([Br:29])=[CH:23][CH:22]=2)=[O:18])[CH3:15], predict the reactants needed to synthesize it. The reactants are: CCN(CC)CC.N1C=CC=CC=1.[CH2:14]([O:16][C:17]([C:19]1[NH:20][C:21]2[C:26]([C:27]=1[Cl:28])=[CH:25][C:24]([Br:29])=[CH:23][CH:22]=2)=[O:18])[CH3:15].[CH:30]1([O:35][C:36]2[CH:41]=[CH:40][C:39](B(O)O)=[CH:38][CH:37]=2)[CH2:34][CH2:33][CH2:32][CH2:31]1.